This data is from Choline transporter screen with 302,306 compounds. The task is: Binary Classification. Given a drug SMILES string, predict its activity (active/inactive) in a high-throughput screening assay against a specified biological target. The compound is S(=O)(=O)(N(c1c(OC(=O)C)cccc1)C(=O)C)c1cc([N+]([O-])=O)ccc1. The result is 0 (inactive).